This data is from Full USPTO retrosynthesis dataset with 1.9M reactions from patents (1976-2016). The task is: Predict the reactants needed to synthesize the given product. Given the product [OH-:5].[CH3:1][N+:2]1([CH3:8])[CH2:7][CH2:6][O:5][CH2:4][CH2:3]1, predict the reactants needed to synthesize it. The reactants are: [CH3:1][N:2]1[CH2:7][CH2:6][O:5][CH2:4][CH2:3]1.[CH3:8]I.